The task is: Predict the reactants needed to synthesize the given product.. This data is from Full USPTO retrosynthesis dataset with 1.9M reactions from patents (1976-2016). Given the product [S:3]1[C:4]2[CH2:8][CH2:9][NH:10][CH2:1][C:5]=2[CH:6]=[CH:7]1, predict the reactants needed to synthesize it. The reactants are: [CH2:1]=O.[S:3]1[CH:7]=[CH:6][CH:5]=[C:4]1[CH2:8][CH2:9][NH2:10].Cl.[OH-].[Na+].